This data is from Catalyst prediction with 721,799 reactions and 888 catalyst types from USPTO. The task is: Predict which catalyst facilitates the given reaction. (1) Reactant: [N:1]1[C:6]([CH:7]=O)=[CH:5][CH:4]=[CH:3][C:2]=1[CH:9]=O.[Cl:11][C:12]1[CH:18]=[CH:17][CH:16]=[C:15]([Cl:19])[C:13]=1[NH2:14]. Product: [Cl:11][C:12]1[CH:18]=[CH:17][CH:16]=[C:15]([Cl:19])[C:13]=1[N:14]=[CH:9][C:2]1[CH:3]=[CH:4][CH:5]=[C:6]([CH:7]=[N:14][C:13]2[C:12]([Cl:11])=[CH:18][CH:17]=[CH:16][C:15]=2[Cl:19])[N:1]=1. The catalyst class is: 11. (2) Reactant: Br[C:2]1[C:3]([F:28])=[C:4]([N:8]2[CH:13]=[C:12]([O:14][CH3:15])[C:11](=[O:16])[C:10]([C:17]3[N:21]([C:22]4[CH:27]=[CH:26][CH:25]=[CH:24][CH:23]=4)[N:20]=[CH:19][CH:18]=3)=[N:9]2)[CH:5]=[CH:6][CH:7]=1.[N:29]1[CH:34]=[CH:33][CH:32]=[C:31](B(O)O)[CH:30]=1.C([O-])([O-])=O.[Na+].[Na+].C([O-])(O)=O.[Na+]. Product: [F:28][C:3]1[C:2]([C:31]2[CH:30]=[N:29][CH:34]=[CH:33][CH:32]=2)=[CH:7][CH:6]=[CH:5][C:4]=1[N:8]1[CH:13]=[C:12]([O:14][CH3:15])[C:11](=[O:16])[C:10]([C:17]2[N:21]([C:22]3[CH:27]=[CH:26][CH:25]=[CH:24][CH:23]=3)[N:20]=[CH:19][CH:18]=2)=[N:9]1. The catalyst class is: 108. (3) Reactant: [Br:1][CH2:2][C:3]([C:5]1[C:10]([Cl:11])=[CH:9][C:8]([Cl:12])=[CH:7][N:6]=1)=O.Cl.[CH2:14]([O:16][NH2:17])[CH3:15]. Product: [CH2:14]([O:16][N:17]=[C:3]([C:5]1[C:10]([Cl:11])=[CH:9][C:8]([Cl:12])=[CH:7][N:6]=1)[CH2:2][Br:1])[CH3:15]. The catalyst class is: 8.